Dataset: Full USPTO retrosynthesis dataset with 1.9M reactions from patents (1976-2016). Task: Predict the reactants needed to synthesize the given product. (1) Given the product [CH3:9][S:10]([C:13]1[CH:18]=[CH:17][C:16]([C:2]2[N:7]=[CH:6][C:5]([OH:8])=[CH:4][CH:3]=2)=[CH:15][CH:14]=1)(=[O:12])=[O:11], predict the reactants needed to synthesize it. The reactants are: Br[C:2]1[N:7]=[CH:6][C:5]([OH:8])=[CH:4][CH:3]=1.[CH3:9][S:10]([C:13]1[CH:18]=[CH:17][C:16](B(O)O)=[CH:15][CH:14]=1)(=[O:12])=[O:11].C([O-])([O-])=O.[Na+].[Na+]. (2) Given the product [CH2:16]([O:23][C:24]([N:26]1[CH2:31][CH2:30][C@@H:29]([NH:32][CH2:11][C:10]2[CH:13]=[CH:14][CH:15]=[C:8]([C:6]3[CH:5]=[CH:4][N:3]=[C:2]([Cl:1])[N:7]=3)[CH:9]=2)[C@@H:28]([CH3:33])[CH2:27]1)=[O:25])[C:17]1[CH:22]=[CH:21][CH:20]=[CH:19][CH:18]=1, predict the reactants needed to synthesize it. The reactants are: [Cl:1][C:2]1[N:7]=[C:6]([C:8]2[CH:9]=[C:10]([CH:13]=[CH:14][CH:15]=2)[CH:11]=O)[CH:5]=[CH:4][N:3]=1.[CH2:16]([O:23][C:24]([N:26]1[CH2:31][CH2:30][C@@H:29]([NH2:32])[C@@H:28]([CH3:33])[CH2:27]1)=[O:25])[C:17]1[CH:22]=[CH:21][CH:20]=[CH:19][CH:18]=1. (3) Given the product [C:5]([O:12][C:8]([CH3:11])([CH3:10])[CH3:9])(=[O:6])[CH2:4][CH2:3][C:2]([CH3:1])=[O:7], predict the reactants needed to synthesize it. The reactants are: [CH3:1][C:2]1[O:7][C:5](=[O:6])[CH2:4][CH:3]=1.[C:8]([OH:12])([CH3:11])([CH3:10])[CH3:9]. (4) Given the product [F:1][C:2]1[C:10]([CH2:11][C:12]2[N:16]3[N:17]=[C:18]([C:21]4[CH:22]=[N:23][N:24]([CH2:26][CH2:27][OH:28])[CH:25]=4)[CH:19]=[CH:20][C:15]3=[N:14][CH:13]=2)=[C:9]([F:35])[CH:8]=[C:7]2[C:3]=1[CH:4]=[N:5][N:6]2[CH3:36], predict the reactants needed to synthesize it. The reactants are: [F:1][C:2]1[C:10]([CH2:11][C:12]2[N:16]3[N:17]=[C:18]([C:21]4[CH:22]=[N:23][N:24]([CH2:26][CH2:27][O:28]C5CCCCO5)[CH:25]=4)[CH:19]=[CH:20][C:15]3=[N:14][CH:13]=2)=[C:9]([F:35])[CH:8]=[C:7]2[C:3]=1[CH:4]=[N:5][N:6]2[CH3:36].Cl.C([O-])(O)=O.[Na+]. (5) Given the product [OH:1][CH2:2][C:3]1[CH:4]=[C:5]([CH:8]=[CH:9][C:10]=1[CH2:11][N:12]([CH2:35][C:31]1[CH:30]=[C:29]([C:23]2[CH:24]=[CH:25][CH:26]=[CH:27][CH:28]=2)[CH:34]=[CH:33][N:32]=1)[CH:13]1[C:22]2[N:21]=[CH:20][CH:19]=[CH:18][C:17]=2[CH2:16][CH2:15][CH2:14]1)[C:6]#[N:7], predict the reactants needed to synthesize it. The reactants are: [OH:1][CH2:2][C:3]1[CH:4]=[C:5]([CH:8]=[CH:9][C:10]=1[CH2:11][NH:12][CH:13]1[C:22]2[N:21]=[CH:20][CH:19]=[CH:18][C:17]=2[CH2:16][CH2:15][CH2:14]1)[C:6]#[N:7].[C:23]1([C:29]2[CH:34]=[CH:33][N:32]=[C:31]([CH:35]=O)[CH:30]=2)[CH:28]=[CH:27][CH:26]=[CH:25][CH:24]=1.[BH-](OC(C)=O)(OC(C)=O)OC(C)=O.[Na+].